From a dataset of Catalyst prediction with 721,799 reactions and 888 catalyst types from USPTO. Predict which catalyst facilitates the given reaction. (1) Reactant: C[O:2]/[CH:3]=[C:4]1\[CH2:5][CH2:6][O:7][C:8]2[C:13]\1=[CH:12][CH:11]=[C:10]([C:14]#[N:15])[CH:9]=2.BrB(Br)Br.C(=O)(O)[O-].[Na+]. Product: [CH:3]([CH:4]1[C:13]2[C:8](=[CH:9][C:10]([C:14]#[N:15])=[CH:11][CH:12]=2)[O:7][CH2:6][CH2:5]1)=[O:2]. The catalyst class is: 4. (2) The catalyst class is: 124. Product: [Cl:1][C:2]1[CH:3]=[C:4]([S:8]([NH:11][C:12]2[CH:17]=[C:16]([CH3:18])[N:15]=[C:14]3[S:19][C:20]([CH3:41])=[C:21]([C:22]4[CH:27]=[CH:26][CH:25]=[C:24]([N:28]5[CH2:33][CH2:32][NH:31][CH2:30][CH2:29]5)[CH:23]=4)[C:13]=23)(=[O:9])=[O:10])[CH:5]=[CH:6][CH:7]=1. Reactant: [Cl:1][C:2]1[CH:3]=[C:4]([S:8]([NH:11][C:12]2[CH:17]=[C:16]([CH3:18])[N:15]=[C:14]3[S:19][C:20]([CH3:41])=[C:21]([C:22]4[CH:23]=[C:24]([N:28]5[CH2:33][CH2:32][N:31](C(OC(C)(C)C)=O)[CH2:30][CH2:29]5)[CH:25]=[CH:26][CH:27]=4)[C:13]=23)(=[O:10])=[O:9])[CH:5]=[CH:6][CH:7]=1.Cl.O1CCOCC1.[OH-].[Na+]. (3) Reactant: [C:1](Cl)(=[O:7])[CH2:2][CH2:3][CH2:4][CH2:5][CH3:6].[CH3:9][O:10][C:11]1[CH:16]=[CH:15][C:14]([CH2:17][CH2:18][C:19]([O:21][CH2:22][CH3:23])=[O:20])=[CH:13][CH:12]=1.[Cl-].[Al+3].[Cl-].[Cl-].O. Product: [C:1]([C:16]1[CH:15]=[C:14]([CH2:17][CH2:18][C:19]([O:21][CH2:22][CH3:23])=[O:20])[CH:13]=[CH:12][C:11]=1[O:10][CH3:9])(=[O:7])[CH2:2][CH2:3][CH2:4][CH2:5][CH3:6]. The catalyst class is: 4.